Dataset: Full USPTO retrosynthesis dataset with 1.9M reactions from patents (1976-2016). Task: Predict the reactants needed to synthesize the given product. The reactants are: Cl[C:2]1[C:11]2[C:6](=[CH:7][C:8]([S:12]([O:15]C3C(F)=C(F)C(F)=C(F)C=3F)(=[O:14])=O)=[CH:9][CH:10]=2)[CH:5]=[CH:4][N:3]=1.[S:27]1[CH:31]=[N:30][N:29]=[C:28]1[NH2:32].P([O-])([O-])([O-])=O.[K+].[K+].[K+].[CH3:41][O:42][C:43]1[CH:44]=[C:45]([N:58]2[C:66]3[C:61](=[CH:62][CH:63]=[CH:64][CH:65]=3)[CH:60]=[CH:59]2)[CH:46]=[CH:47][C:48]=1B1OC(C)(C)C(C)(C)O1.Cl.O1CCOCC1. Given the product [N:58]1([C:45]2[CH:46]=[CH:47][C:48]([C:2]3[C:11]4[C:6](=[CH:7][C:8]([S:12]([NH:32][C:28]5[S:27][CH:31]=[N:30][N:29]=5)(=[O:14])=[O:15])=[CH:9][CH:10]=4)[CH:5]=[CH:4][N:3]=3)=[C:43]([O:42][CH3:41])[CH:44]=2)[C:66]2[C:61](=[CH:62][CH:63]=[CH:64][CH:65]=2)[CH:60]=[CH:59]1, predict the reactants needed to synthesize it.